This data is from hERG potassium channel inhibition data for cardiac toxicity prediction from Karim et al.. The task is: Regression/Classification. Given a drug SMILES string, predict its toxicity properties. Task type varies by dataset: regression for continuous values (e.g., LD50, hERG inhibition percentage) or binary classification for toxic/non-toxic outcomes (e.g., AMES mutagenicity, cardiotoxicity, hepatotoxicity). Dataset: herg_karim. (1) The compound is Cl.Clc1ccc(OC(c2ccc3ccccc3c2)C2CNC2)cc1Cl. The result is 1 (blocker). (2) The drug is CCOC(=O)c1cc(-c2ccc3cc(CCN4CCC[C@H]4C)ccc3n2)on1. The result is 1 (blocker). (3) The molecule is Fc1cnn(Cc2c(F)ccc3c2CCC3c2ncc[nH]2)c1. The result is 0 (non-blocker). (4) The result is 0 (non-blocker). The compound is COC[C@H](C)Oc1cc(Oc2cnc(C(=O)N3CCC3)cn2)cc(C(=O)Nc2cnc(C)cn2)c1.